From a dataset of Reaction yield outcomes from USPTO patents with 853,638 reactions. Predict the reaction yield, written as a fraction of the theoretical maximum amount of product (1.0 means a 100% yield; for example, 0.34 means a 34% yield). (1) The reactants are [CH2:1]([O:8][CH2:9][CH2:10][CH:11]1[CH2:20][CH2:19][C:14]2(OCC[O:15]2)[CH2:13][CH2:12]1)[C:2]1[CH:7]=[CH:6][CH:5]=[CH:4][CH:3]=1.O.CC1C=CC(S(O)(=O)=O)=CC=1. The catalyst is CC(C)=O. The product is [CH2:1]([O:8][CH2:9][CH2:10][CH:11]1[CH2:12][CH2:13][C:14](=[O:15])[CH2:19][CH2:20]1)[C:2]1[CH:7]=[CH:6][CH:5]=[CH:4][CH:3]=1. The yield is 0.970. (2) The reactants are [NH2:1][C:2]1[CH:3]=[CH:4][C:5]([Cl:11])=[C:6]([CH:10]=1)[C:7]([OH:9])=[O:8].[CH3:12][C:13]1[CH:14]=[C:15]([CH:19]=[CH:20][CH:21]=1)[C:16](Cl)=[O:17]. The catalyst is C1COCC1. The product is [CH3:12][C:13]1[CH:14]=[C:15]([CH:19]=[CH:20][CH:21]=1)[C:16]([NH:1][C:2]1[CH:3]=[CH:4][C:5]([Cl:11])=[C:6]([CH:10]=1)[C:7]([OH:9])=[O:8])=[O:17]. The yield is 0.800. (3) The reactants are [Br:1][C:2]1[CH:11]=[C:10]2[C:5]([CH:6]=[CH:7][N:8]=[C:9]2Cl)=[CH:4][CH:3]=1.[C:13]([N:20]1[CH2:26][CH2:25]C[NH:23][CH2:22][CH2:21]1)([O:15][C:16]([CH3:19])([CH3:18])[CH3:17])=[O:14].C(=O)([O-])[O-].[K+].[K+]. The catalyst is CS(C)=O. The product is [Br:1][C:2]1[CH:11]=[C:10]2[C:5]([CH:6]=[CH:7][N:8]=[C:9]2[N:23]2[CH2:22][CH2:21][N:20]([C:13]([O:15][C:16]([CH3:17])([CH3:18])[CH3:19])=[O:14])[CH2:26][CH2:25]2)=[CH:4][CH:3]=1. The yield is 0.540. (4) The reactants are [C:1]1([C:7]2[N:8]=[C:9]([C:23]3[CH:28]=[CH:27][N:26]=[C:25]([NH:29]C(=O)C)[CH:24]=3)[S:10][C:11]=2[C:12]2[N:16]=[CH:15][N:14]([CH:17]3[CH2:22][CH2:21][CH2:20][CH2:19][O:18]3)[N:13]=2)[CH:6]=[CH:5][CH:4]=[CH:3][CH:2]=1.O1CCCC1.CO.[OH-].[Na+]. The catalyst is C(OCC)(=O)C.O. The product is [C:1]1([C:7]2[N:8]=[C:9]([C:23]3[CH:28]=[CH:27][N:26]=[C:25]([NH2:29])[CH:24]=3)[S:10][C:11]=2[C:12]2[N:16]=[CH:15][N:14]([CH:17]3[CH2:22][CH2:21][CH2:20][CH2:19][O:18]3)[N:13]=2)[CH:2]=[CH:3][CH:4]=[CH:5][CH:6]=1. The yield is 0.870. (5) The reactants are [Cl:1][C:2]1[CH:10]=[C:9]2[C:5]([C:6]([CH:11]=[O:12])=[N:7][NH:8]2)=[CH:4][CH:3]=1.C(N(CC)CC)C.[CH3:20][O:21][C:22]1[CH:27]=[CH:26][C:25]([S:28](Cl)(=[O:30])=[O:29])=[CH:24][C:23]=1[N:32]1[CH2:37][CH2:36][N:35]([C:38](=[O:43])[C:39]([F:42])([F:41])[F:40])[CH2:34][CH2:33]1. The catalyst is ClCCl. The product is [Cl:1][C:2]1[CH:10]=[C:9]2[C:5]([C:6]([CH:11]=[O:12])=[N:7][N:8]2[S:28]([C:25]2[CH:26]=[CH:27][C:22]([O:21][CH3:20])=[C:23]([N:32]3[CH2:37][CH2:36][N:35]([C:38](=[O:43])[C:39]([F:42])([F:40])[F:41])[CH2:34][CH2:33]3)[CH:24]=2)(=[O:30])=[O:29])=[CH:4][CH:3]=1. The yield is 0.550.